Task: Predict the reactants needed to synthesize the given product.. Dataset: Full USPTO retrosynthesis dataset with 1.9M reactions from patents (1976-2016) (1) Given the product [Cl:15][C:12]1[CH:13]=[CH:14][C:9]([C:5]2[CH:6]=[N:7][C:2]([N:17]=[N:18][C:19]3[N:20]=[CH:21][CH:22]=[CH:23][N:24]=3)=[N:3][CH:4]=2)=[CH:10][CH:11]=1, predict the reactants needed to synthesize it. The reactants are: N[C:2]1([N:17]=[N:18][C:19]2[N:24]=[CH:23][CH:22]=[CH:21][N:20]=2)[N:7]=[C:6](Cl)[C:5]([C:9]2[CH:14]=[CH:13][C:12]([Cl:15])=[CH:11][CH:10]=2)=[C:4](N)[NH:3]1.C12(N)CC3CC(CC(C3)C1)C2.O. (2) Given the product [Br:9][C:10]1[C:19]2[O:18][CH:17]([CH:20]([CH3:22])[CH3:21])[C:16](=[O:23])[NH:15][C:14]=2[CH:13]=[C:12]([CH2:24][OH:25])[CH:11]=1, predict the reactants needed to synthesize it. The reactants are: ClC(OCC(C)C)=O.[Br:9][C:10]1[C:19]2[O:18][CH:17]([CH:20]([CH3:22])[CH3:21])[C:16](=[O:23])[NH:15][C:14]=2[CH:13]=[C:12]([C:24](O)=[O:25])[CH:11]=1.C(N(CC)CC)C.[BH4-].[Na+].Cl. (3) The reactants are: [CH2:1]([CH:4]1[NH:9][CH:8]([C:10]2[CH:15]=[CH:14][CH:13]=[CH:12][CH:11]=2)[CH:7]([NH2:16])[CH2:6][CH2:5]1)[CH2:2][CH3:3].C([C@@H]1N[C@@H](C2C=CC=CC=2)[C@@H](N)CC1)CC.C([C@H]1N[C@H](C2C=CC=CC=2)[C@H](N)CC1)CC.[CH3:49][O:50][C:51]1[CH:60]=[C:59]2[C:54]([N:55]([CH3:63])[C:56](=[O:62])[CH:57]3[CH2:61][CH:58]32)=[CH:53][C:52]=1[CH:64]=O. Given the product [CH3:49][O:50][C:51]1[CH:60]=[C:59]2[C:54]([N:55]([CH3:63])[C:56](=[O:62])[CH:57]3[CH2:61][CH:58]32)=[CH:53][C:52]=1[CH2:64][NH:16][CH:7]1[CH2:6][CH2:5][CH:4]([CH2:1][CH2:2][CH3:3])[NH:9][CH:8]1[C:10]1[CH:15]=[CH:14][CH:13]=[CH:12][CH:11]=1, predict the reactants needed to synthesize it. (4) The reactants are: [H-].[Al+3].[Li+].[H-].[H-].[H-].[Cl:7][C:8]1[CH:9]=[C:10]([NH:14][C:15]2[C:16]3[CH:23]=[C:22]([C:24]4[CH:34]=[CH:33][C:27]([C:28]([N:30]([CH3:32])[CH3:31])=O)=[CH:26][CH:25]=4)[NH:21][C:17]=3[N:18]=[CH:19][N:20]=2)[CH:11]=[CH:12][CH:13]=1.[OH-].[Na+].Cl. Given the product [ClH:7].[Cl:7][C:8]1[CH:9]=[C:10]([NH:14][C:15]2[C:16]3[CH:23]=[C:22]([C:24]4[CH:34]=[CH:33][C:27]([CH2:28][N:30]([CH3:32])[CH3:31])=[CH:26][CH:25]=4)[NH:21][C:17]=3[N:18]=[CH:19][N:20]=2)[CH:11]=[CH:12][CH:13]=1, predict the reactants needed to synthesize it. (5) Given the product [CH3:1][O:2][C:3]1[CH:37]=[C:36]([O:38][CH3:39])[CH:35]=[CH:34][C:4]=1[CH2:5][N:6]1[C:14](=[O:15])[N:13]([CH2:45][CH2:44][S:41]([CH3:40])(=[O:43])=[O:42])[C:12]2[C:7]1=[N:8][C:9]([C:16]1[C:24]3[C:19](=[N:20][CH:21]=[C:22]([F:25])[CH:23]=3)[N:18]([CH2:26][C:27]3[CH:32]=[CH:31][CH:30]=[CH:29][C:28]=3[F:33])[N:17]=1)=[N:10][CH:11]=2, predict the reactants needed to synthesize it. The reactants are: [CH3:1][O:2][C:3]1[CH:37]=[C:36]([O:38][CH3:39])[CH:35]=[CH:34][C:4]=1[CH2:5][N:6]1[C:14](=[O:15])[NH:13][C:12]2[C:7]1=[N:8][C:9]([C:16]1[C:24]3[C:19](=[N:20][CH:21]=[C:22]([F:25])[CH:23]=3)[N:18]([CH2:26][C:27]3[CH:32]=[CH:31][CH:30]=[CH:29][C:28]=3[F:33])[N:17]=1)=[N:10][CH:11]=2.[CH3:40][S:41]([CH2:44][CH2:45]Br)(=[O:43])=[O:42]. (6) Given the product [CH2:1]([N:8]1[C:12]2=[N:13][CH:14]=[C:15]([NH:17][C:18]3[CH:27]=[CH:26][C:25]([Cl:28])=[CH:24][C:19]=3[C:20]([OH:22])=[O:21])[CH:16]=[C:11]2[CH:10]=[CH:9]1)[C:2]1[CH:3]=[CH:4][CH:5]=[CH:6][CH:7]=1, predict the reactants needed to synthesize it. The reactants are: [CH2:1]([N:8]1[C:12]2=[N:13][CH:14]=[C:15]([NH:17][C:18]3[CH:27]=[CH:26][C:25]([Cl:28])=[CH:24][C:19]=3[C:20]([O:22]C)=[O:21])[CH:16]=[C:11]2[CH:10]=[CH:9]1)[C:2]1[CH:7]=[CH:6][CH:5]=[CH:4][CH:3]=1.[OH-].[Na+].O.Cl.